From a dataset of Catalyst prediction with 721,799 reactions and 888 catalyst types from USPTO. Predict which catalyst facilitates the given reaction. (1) Reactant: S(Cl)([Cl:3])=O.[F:5][C:6]1[CH:11]=[CH:10][C:9]([C:12]2[N:13]=[CH:14][N:15]([CH2:17]O)[CH:16]=2)=[CH:8][CH:7]=1.C1(C)C=CC=CC=1. Product: [ClH:3].[Cl:3][CH2:17][N:15]1[CH:16]=[C:12]([C:9]2[CH:10]=[CH:11][C:6]([F:5])=[CH:7][CH:8]=2)[N:13]=[CH:14]1. The catalyst class is: 2. (2) Reactant: [OH:1][CH2:2][C:3]1[CH:12]=[CH:11][CH:10]=[C:9]2[C:4]=1[C:5](=[O:22])[N:6]([C:14]1[S:18][CH:17]=[C:16]([C:19](O)=[O:20])[CH:15]=1)[C:7](=[O:13])[NH:8]2.[CH3:23][NH:24][C:25]1[CH:30]=[CH:29][CH:28]=[CH:27][CH:26]=1.CN1C=CN=C1.Cl.C(N=C=NCCCN(C)C)C.Cl. Product: [OH:1][CH2:2][C:3]1[CH:12]=[CH:11][CH:10]=[C:9]2[C:4]=1[C:5](=[O:22])[N:6]([C:14]1[S:18][CH:17]=[C:16]([C:19]([N:24]([CH3:23])[C:25]3[CH:30]=[CH:29][CH:28]=[CH:27][CH:26]=3)=[O:20])[CH:15]=1)[C:7](=[O:13])[NH:8]2. The catalyst class is: 3. (3) Reactant: [Cl:1][C:2]1[CH:3]=[C:4]([NH:10][C@H:11]([C@@H:26]([OH:28])[CH3:27])[C:12]([NH:14][NH:15][C:16](=O)[C:17]2[CH:22]=[CH:21][C:20]([C:23]#[N:24])=[CH:19][CH:18]=2)=[O:13])[CH:5]=[CH:6][C:7]=1[C:8]#[N:9].C(NP1(N(CC)CC)N(C)CCCN1C)(C)(C)C.ClC1C(CC)=C(N[C@@H](C2OC(C3C=CC=CC=3)=NN=2)[C@@H](O)C)C=CC=1C#N. The catalyst class is: 1. Product: [Cl:1][C:2]1[CH:3]=[C:4]([NH:10][C@@H:11]([C:12]2[O:13][C:16]([C:17]3[CH:18]=[CH:19][C:20]([C:23]#[N:24])=[CH:21][CH:22]=3)=[N:15][N:14]=2)[C@@H:26]([OH:28])[CH3:27])[CH:5]=[CH:6][C:7]=1[C:8]#[N:9]. (4) Reactant: Br[C:2]1[CH:3]=[C:4]([CH:8]2[CH2:17][C:16]([CH3:19])([CH3:18])[C:15]3[C:10](=[CH:11][CH:12]=[C:13]([C:20]([F:23])([F:22])[F:21])[CH:14]=3)[N:9]2[CH3:24])[CH:5]=[CH:6][CH:7]=1.[NH2:25][C:26]([CH3:31])([CH3:30])[C:27]([OH:29])=[O:28].C(=O)([O-])[O-].[K+].[K+]. Product: [CH3:30][C:26]([NH:25][C:2]1[CH:7]=[CH:6][CH:5]=[C:4]([CH:8]2[CH2:17][C:16]([CH3:19])([CH3:18])[C:15]3[C:10](=[CH:11][CH:12]=[C:13]([C:20]([F:23])([F:22])[F:21])[CH:14]=3)[N:9]2[CH3:24])[CH:3]=1)([CH3:31])[C:27]([OH:29])=[O:28]. The catalyst class is: 156. (5) Reactant: [CH3:1][N:2]([C:23]([O:25][C:26]([CH3:29])([CH3:28])[CH3:27])=[O:24])[CH2:3][C@@H:4]([NH:12]C(=O)OCC1C=CC=CC=1)[CH2:5][C@H:6]1[CH2:11][CH2:10][CH2:9][O:8][CH2:7]1. The catalyst class is: 105. Product: [NH2:12][C@@H:4]([CH2:5][C@H:6]1[CH2:11][CH2:10][CH2:9][O:8][CH2:7]1)[CH2:3][N:2]([CH3:1])[C:23](=[O:24])[O:25][C:26]([CH3:28])([CH3:27])[CH3:29]. (6) Reactant: [CH3:1][N:2]1[C:6]([C:7]2[CH:12]=[CH:11][CH:10]=[CH:9][C:8]=2[C:13]([F:16])([F:15])[F:14])=[N:5][N:4]=[C:3]1[C:17]12[CH2:24][CH2:23][C:20]([C:25]([OH:27])=O)([CH2:21][CH2:22]1)[CH2:19][CH2:18]2.C(N1C=CN=C1)([N:30]1C=CN=C1)=O.[OH-].[NH4+]. Product: [CH3:1][N:2]1[C:6]([C:7]2[CH:12]=[CH:11][CH:10]=[CH:9][C:8]=2[C:13]([F:16])([F:14])[F:15])=[N:5][N:4]=[C:3]1[C:17]12[CH2:22][CH2:21][C:20]([C:25]([NH2:30])=[O:27])([CH2:19][CH2:18]1)[CH2:23][CH2:24]2. The catalyst class is: 34.